Regression. Given two drug SMILES strings and cell line genomic features, predict the synergy score measuring deviation from expected non-interaction effect. From a dataset of NCI-60 drug combinations with 297,098 pairs across 59 cell lines. (1) Drug 1: CC=C1C(=O)NC(C(=O)OC2CC(=O)NC(C(=O)NC(CSSCCC=C2)C(=O)N1)C(C)C)C(C)C. Drug 2: CC(C)NC(=O)C1=CC=C(C=C1)CNNC.Cl. Cell line: NCI/ADR-RES. Synergy scores: CSS=39.4, Synergy_ZIP=-1.54, Synergy_Bliss=-5.56, Synergy_Loewe=-56.6, Synergy_HSA=-6.47. (2) Drug 1: CN1CCC(CC1)COC2=C(C=C3C(=C2)N=CN=C3NC4=C(C=C(C=C4)Br)F)OC. Drug 2: CC1CCCC2(C(O2)CC(NC(=O)CC(C(C(=O)C(C1O)C)(C)C)O)C(=CC3=CSC(=N3)C)C)C. Cell line: SF-539. Synergy scores: CSS=5.32, Synergy_ZIP=-2.40, Synergy_Bliss=-1.17, Synergy_Loewe=-3.70, Synergy_HSA=-0.588. (3) Drug 1: C1=CC(=C2C(=C1NCCNCCO)C(=O)C3=C(C=CC(=C3C2=O)O)O)NCCNCCO. Drug 2: CNC(=O)C1=NC=CC(=C1)OC2=CC=C(C=C2)NC(=O)NC3=CC(=C(C=C3)Cl)C(F)(F)F. Cell line: EKVX. Synergy scores: CSS=38.5, Synergy_ZIP=4.87, Synergy_Bliss=5.14, Synergy_Loewe=4.43, Synergy_HSA=8.94. (4) Drug 1: CCCS(=O)(=O)NC1=C(C(=C(C=C1)F)C(=O)C2=CNC3=C2C=C(C=N3)C4=CC=C(C=C4)Cl)F. Drug 2: C1CNP(=O)(OC1)N(CCCl)CCCl. Cell line: KM12. Synergy scores: CSS=0.103, Synergy_ZIP=6.62, Synergy_Bliss=10.7, Synergy_Loewe=4.94, Synergy_HSA=2.59. (5) Drug 1: C1=CC(=CC=C1CC(C(=O)O)N)N(CCCl)CCCl.Cl. Drug 2: CCN(CC)CCCC(C)NC1=C2C=C(C=CC2=NC3=C1C=CC(=C3)Cl)OC. Cell line: CAKI-1. Synergy scores: CSS=18.8, Synergy_ZIP=-9.44, Synergy_Bliss=-2.54, Synergy_Loewe=-6.16, Synergy_HSA=-0.371. (6) Drug 1: CC1=C(C(=O)C2=C(C1=O)N3CC4C(C3(C2COC(=O)N)OC)N4)N. Drug 2: C1CN(P(=O)(OC1)NCCCl)CCCl. Cell line: UACC-257. Synergy scores: CSS=13.8, Synergy_ZIP=-3.10, Synergy_Bliss=2.11, Synergy_Loewe=-15.3, Synergy_HSA=-0.861. (7) Drug 1: CC1CCC2CC(C(=CC=CC=CC(CC(C(=O)C(C(C(=CC(C(=O)CC(OC(=O)C3CCCCN3C(=O)C(=O)C1(O2)O)C(C)CC4CCC(C(C4)OC)O)C)C)O)OC)C)C)C)OC. Drug 2: C1CCC(C(C1)N)N.C(=O)(C(=O)[O-])[O-].[Pt+4]. Cell line: NCI-H226. Synergy scores: CSS=17.7, Synergy_ZIP=-4.38, Synergy_Bliss=1.20, Synergy_Loewe=2.61, Synergy_HSA=3.09.